From a dataset of NCI-60 drug combinations with 297,098 pairs across 59 cell lines. Regression. Given two drug SMILES strings and cell line genomic features, predict the synergy score measuring deviation from expected non-interaction effect. (1) Drug 1: CC1=CC2C(CCC3(C2CCC3(C(=O)C)OC(=O)C)C)C4(C1=CC(=O)CC4)C. Drug 2: C1CC(=O)NC(=O)C1N2C(=O)C3=CC=CC=C3C2=O. Cell line: NCI-H226. Synergy scores: CSS=-3.71, Synergy_ZIP=3.56, Synergy_Bliss=1.72, Synergy_Loewe=-3.95, Synergy_HSA=-4.10. (2) Drug 1: CC1C(C(=O)NC(C(=O)N2CCCC2C(=O)N(CC(=O)N(C(C(=O)O1)C(C)C)C)C)C(C)C)NC(=O)C3=C4C(=C(C=C3)C)OC5=C(C(=O)C(=C(C5=N4)C(=O)NC6C(OC(=O)C(N(C(=O)CN(C(=O)C7CCCN7C(=O)C(NC6=O)C(C)C)C)C)C(C)C)C)N)C. Drug 2: CC1C(C(CC(O1)OC2CC(CC3=C2C(=C4C(=C3O)C(=O)C5=CC=CC=C5C4=O)O)(C(=O)C)O)N)O. Cell line: RXF 393. Synergy scores: CSS=46.5, Synergy_ZIP=17.3, Synergy_Bliss=17.7, Synergy_Loewe=15.8, Synergy_HSA=17.9. (3) Drug 1: CC(C1=C(C=CC(=C1Cl)F)Cl)OC2=C(N=CC(=C2)C3=CN(N=C3)C4CCNCC4)N. Drug 2: C(CCl)NC(=O)N(CCCl)N=O. Cell line: HL-60(TB). Synergy scores: CSS=-0.246, Synergy_ZIP=-5.36, Synergy_Bliss=-6.18, Synergy_Loewe=-24.7, Synergy_HSA=-11.7. (4) Drug 1: C1=CC(=CC=C1C#N)C(C2=CC=C(C=C2)C#N)N3C=NC=N3. Drug 2: C#CCC(CC1=CN=C2C(=N1)C(=NC(=N2)N)N)C3=CC=C(C=C3)C(=O)NC(CCC(=O)O)C(=O)O. Cell line: A498. Synergy scores: CSS=42.6, Synergy_ZIP=4.49, Synergy_Bliss=4.45, Synergy_Loewe=-16.9, Synergy_HSA=1.15. (5) Drug 1: CCC1=CC2CC(C3=C(CN(C2)C1)C4=CC=CC=C4N3)(C5=C(C=C6C(=C5)C78CCN9C7C(C=CC9)(C(C(C8N6C)(C(=O)OC)O)OC(=O)C)CC)OC)C(=O)OC.C(C(C(=O)O)O)(C(=O)O)O. Drug 2: C1=NC2=C(N=C(N=C2N1C3C(C(C(O3)CO)O)F)Cl)N. Cell line: HL-60(TB). Synergy scores: CSS=90.2, Synergy_ZIP=6.17, Synergy_Bliss=7.41, Synergy_Loewe=5.19, Synergy_HSA=7.49.